This data is from Experimental lipophilicity measurements (octanol/water distribution) for 4,200 compounds from AstraZeneca. The task is: Regression/Classification. Given a drug SMILES string, predict its absorption, distribution, metabolism, or excretion properties. Task type varies by dataset: regression for continuous measurements (e.g., permeability, clearance, half-life) or binary classification for categorical outcomes (e.g., BBB penetration, CYP inhibition). For this dataset (lipophilicity_astrazeneca), we predict Y. (1) The molecule is C[C@H](Cc1cccc(CC(=O)NC23CC4CC(CC(C4)C2)C3)c1)NC[C@H](O)c1ccc(O)c(CO)c1. The Y is 2.40 logD. (2) The compound is COc1cc(OC2CCNCC2)ccc1Nc1ncc(Cl)c(-c2cnc3ccccn23)n1. The Y is 1.80 logD. (3) The molecule is O=c1cc(OCc2ccccc2)ccn1-c1ccc2c(cnn2CCN2CCCC2)c1. The Y is 2.00 logD. (4) The compound is Nc1ccc(OCCc2ccccc2)cc1. The Y is 2.71 logD. (5) The Y is 1.50 logD. The compound is O=C(O)c1ccc(-n2ncc(C(=O)NC3C4CC5CC(C4)CC3C5)c2C(F)(F)F)cc1.